This data is from Catalyst prediction with 721,799 reactions and 888 catalyst types from USPTO. The task is: Predict which catalyst facilitates the given reaction. Reactant: [Br:1][C:2]1[CH:3]=[CH:4][C:5]([O:8][CH2:9][CH:10]2[CH2:15][CH2:14][N:13]([CH2:16][C:17]([CH3:20])(O)[CH3:18])[CH2:12][CH2:11]2)=[N:6][CH:7]=1.COCCN(S(F)(F)[F:31])CCOC.C([O-])(O)=O.[Na+]. Product: [Br:1][C:2]1[CH:3]=[CH:4][C:5]([O:8][CH2:9][CH:10]2[CH2:15][CH2:14][N:13]([CH2:16][C:17]([F:31])([CH3:20])[CH3:18])[CH2:12][CH2:11]2)=[N:6][CH:7]=1. The catalyst class is: 2.